From a dataset of Drug-target binding data from BindingDB using IC50 measurements. Regression. Given a target protein amino acid sequence and a drug SMILES string, predict the binding affinity score between them. We predict pIC50 (pIC50 = -log10(IC50 in M); higher means more potent). Dataset: bindingdb_ic50. The compound is CS(=O)(=O)c1ccc(C(=O)Nc2ccc(Cl)c(-c3ccccn3)c2)c(Cl)c1. The target protein (Q62226) has sequence MLLLLARCFLVILASSLLVCPGLACGPGRGFGKRRHPKKLTPLAYKQFIPNVAEKTLGASGRYEGKITRNSERFKELTPNYNPDIIFKDEENTGADRLMTQRCKDKLNALAISVMNQWPGVKLRVTEGWDEDGHHSEESLHYEGRAVDITTSDRDRSKYGMLARLAVEAGFDWVYYESKAHIHCSVKAENSVAAKSGGCFPGSATVHLEQGGTKLVKDLRPGDRVLAADDQGRLLYSDFLTFLDRDEGAKKVFYVIETLEPRERLLLTAAHLLFVAPHNDSGPTPGPSALFASRVRPGQRVYVVAERGGDRRLLPAAVHSVTLREEEAGAYAPLTAHGTILINRVLASCYAVIEEHSWAHRAFAPFRLAHALLAALAPARTDGGGGGSIPAAQSATEARGAEPTAGIHWYSQLLYHIGTWLLDSETMHPLGMAVKSS. The pIC50 is 7.9.